Predict the reactants needed to synthesize the given product. From a dataset of Full USPTO retrosynthesis dataset with 1.9M reactions from patents (1976-2016). Given the product [OH2:10].[C:1](#[N:4])[CH3:2].[C:23]([O-:26])(=[O:25])[CH3:24].[NH4+:12], predict the reactants needed to synthesize it. The reactants are: [CH:1]([N:4](CC)C(C)C)(C)[CH3:2].[O:10]=C1COC2C=CC(C=O)=NC=2[NH:12]1.[C:23]([O:26][BH-]([O:26][C:23](=[O:25])[CH3:24])[O:26][C:23](=[O:25])[CH3:24])(=[O:25])[CH3:24].[Na+].